Dataset: Reaction yield outcomes from USPTO patents with 853,638 reactions. Task: Predict the reaction yield, written as a fraction of the theoretical maximum amount of product (1.0 means a 100% yield; for example, 0.34 means a 34% yield). (1) The reactants are [C:1]([NH2:7])(=[NH:6])[CH2:2][CH2:3][CH2:4][CH3:5].[C:8]([CH:11]([CH2:17][C:18]([O:20][CH2:21][CH3:22])=[O:19])[C:12](OCC)=[O:13])(=O)[CH3:9].[OH-].[K+].O. The catalyst is CO. The product is [CH2:2]([C:1]1[N:7]=[C:12]([OH:13])[C:11]([CH2:17][C:18]([O:20][CH2:21][CH3:22])=[O:19])=[C:8]([CH3:9])[N:6]=1)[CH2:3][CH2:4][CH3:5]. The yield is 0.478. (2) The reactants are [CH3:1][O:2][C:3]1[CH:8]=[CH:7][C:6]([C:9]2[O:10][C:11]3[C:16]([C:17](=[O:19])[CH:18]=2)=[CH:15][CH:14]=[CH:13][CH:12]=3)=[C:5]([N+:20]([O-])=O)[CH:4]=1.Cl[Sn]Cl. The catalyst is C(O)C.O. The product is [NH2:20][C:5]1[CH:4]=[C:3]([O:2][CH3:1])[CH:8]=[CH:7][C:6]=1[C:9]1[O:10][C:11]2[C:16]([C:17](=[O:19])[CH:18]=1)=[CH:15][CH:14]=[CH:13][CH:12]=2. The yield is 0.580.